This data is from Reaction yield outcomes from USPTO patents with 853,638 reactions. The task is: Predict the reaction yield, written as a fraction of the theoretical maximum amount of product (1.0 means a 100% yield; for example, 0.34 means a 34% yield). (1) The reactants are [N:1]1([NH:7][C:8]([C:10]2[CH:25]=[CH:24][C:13]3[O:14][C:15]4[CH:23]=[CH:22][CH:21]=[CH:20][C:16]=4[C:17](Cl)=[N:18][C:12]=3[CH:11]=2)=[O:9])[CH2:6][CH2:5][CH2:4][CH2:3][CH2:2]1.CN1C(=O)CCC1.[CH:33]1([Mg]Cl)[CH2:38][CH2:37][CH2:36][CH2:35][CH2:34]1.[NH4+].[Cl-]. The catalyst is C1COCC1.CCOC(C)=O. The product is [N:1]1([NH:7][C:8]([C:10]2[CH:25]=[CH:24][C:13]3[O:14][C:15]4[CH:23]=[CH:22][CH:21]=[CH:20][C:16]=4[C:17]([CH:33]4[CH2:38][CH2:37][CH2:36][CH2:35][CH2:34]4)=[N:18][C:12]=3[CH:11]=2)=[O:9])[CH2:6][CH2:5][CH2:4][CH2:3][CH2:2]1. The yield is 1.00. (2) The reactants are Cl.N1C2[C:6](=[CH:7]C=CC=2)[C:5]([OH:12])=CN=1.[CH3:13][S:14](Cl)(=[O:16])=[O:15].C([N:20]([CH2:23][CH3:24])CC)C.C[N:26]([C:28]1[CH:33]=[CH:32][CH:31]=[CH:30][N:29]=1)[CH3:27].[CH2:34](Cl)Cl. No catalyst specified. The product is [CH3:13][S:14]([N:20]1[C:23]2[CH:24]=[CH:34][CH:33]=[CH:32][C:31]=2[CH:30]2[CH2:27][N:26]1[CH2:28][N:29]2[O:12][CH2:5][CH:6]=[CH2:7])(=[O:16])=[O:15]. The yield is 0.590. (3) The reactants are [S:1]1[CH:5]=[CH:4][CH:3]=[C:2]1[S:6]([NH:9][C:10]1[CH:11]=[CH:12][CH:13]=[C:14]2[C:18]=1[NH:17][C:16]([C:19]([NH2:21])=O)=[CH:15]2)(=[O:8])=[O:7].COC1C=CC(P2(SP(C3C=CC(OC)=CC=3)(=S)S2)=[S:31])=CC=1. The catalyst is O1CCCC1. The product is [S:1]1[CH:5]=[CH:4][CH:3]=[C:2]1[S:6]([NH:9][C:10]1[CH:11]=[CH:12][CH:13]=[C:14]2[C:18]=1[NH:17][C:16]([C:19](=[S:31])[NH2:21])=[CH:15]2)(=[O:8])=[O:7]. The yield is 0.860.